This data is from Forward reaction prediction with 1.9M reactions from USPTO patents (1976-2016). The task is: Predict the product of the given reaction. (1) Given the reactants [F:1][C:2]([F:20])([F:19])[O:3][C:4]1[CH:9]=[CH:8][C:7]([C:10]2[CH:18]=[C:17]3[C:13]([CH:14]=[CH:15][NH:16]3)=[CH:12][CH:11]=2)=[CH:6][CH:5]=1.[H-].[Na+].I[CH3:24].Cl, predict the reaction product. The product is: [F:20][C:2]([F:1])([F:19])[O:3][C:4]1[CH:5]=[CH:6][C:7]([C:10]2[CH:18]=[C:17]3[C:13]([CH:14]=[CH:15][N:16]3[CH3:24])=[CH:12][CH:11]=2)=[CH:8][CH:9]=1. (2) Given the reactants C[Si]([N-][Si](C)(C)C)(C)C.[Na+].[NH2:11][C:12]1[CH:17]=[CH:16][CH:15]=[CH:14][CH:13]=1.[C:18](#[N:25])[C:19]1[CH:24]=[CH:23][CH:22]=[CH:21][CH:20]=1.O, predict the reaction product. The product is: [C:12]1([NH:11][C:18](=[NH:25])[C:19]2[CH:24]=[CH:23][CH:22]=[CH:21][CH:20]=2)[CH:17]=[CH:16][CH:15]=[CH:14][CH:13]=1. (3) Given the reactants [NH2:1][C:2]1[CH:7]=[CH:6][C:5]([CH3:8])=[CH:4][C:3]=1[NH:9][CH:10]1[CH2:15][CH2:14][N:13]([C@H:16]2[CH2:21][CH2:20][C@H:19]([O:22][CH:23]([CH3:25])[CH3:24])[CH2:18][CH2:17]2)[CH2:12][CH2:11]1.C(N(C(C)C)CC)(C)C.[Cl:35][C:36](Cl)([O:38]C(=O)OC(Cl)(Cl)Cl)Cl.Cl.C(OCC)C, predict the reaction product. The product is: [ClH:35].[CH3:8][C:5]1[CH:6]=[CH:7][C:2]2[NH:1][C:36](=[O:38])[N:9]([CH:10]3[CH2:11][CH2:12][N:13]([C@H:16]4[CH2:21][CH2:20][C@H:19]([O:22][CH:23]([CH3:25])[CH3:24])[CH2:18][CH2:17]4)[CH2:14][CH2:15]3)[C:3]=2[CH:4]=1. (4) Given the reactants [Cl:1][C:2]1[CH:7]=[CH:6][C:5]([C:8](=[NH:20])[NH:9][C:10]2[CH:15]=[CH:14][C:13]([S:16]([CH3:19])(=[O:18])=[O:17])=[CH:12][CH:11]=2)=[CH:4][CH:3]=1.C(=O)(O)[O-].[Na+].Br[CH2:27][C:28]([C:30]1[CH:35]=[CH:34][C:33]([Br:36])=[CH:32][CH:31]=1)=O, predict the reaction product. The product is: [Br:36][C:33]1[CH:34]=[CH:35][C:30]([C:28]2[N:20]=[C:8]([C:5]3[CH:4]=[CH:3][C:2]([Cl:1])=[CH:7][CH:6]=3)[N:9]([C:10]3[CH:15]=[CH:14][C:13]([S:16]([CH3:19])(=[O:17])=[O:18])=[CH:12][CH:11]=3)[CH:27]=2)=[CH:31][CH:32]=1. (5) Given the reactants [C:1]([O:5][C:6]([N:8]1[CH2:13][CH2:12][CH:11]([N:14]([CH2:24][C:25]2[CH:33]=[CH:32][C:28]([C:29]([OH:31])=O)=[CH:27][CH:26]=2)[CH2:15][CH2:16][C:17]2[CH:22]=[CH:21][C:20]([Cl:23])=[CH:19][CH:18]=2)[CH2:10][CH2:9]1)=[O:7])([CH3:4])([CH3:3])[CH3:2].CCN(C(C)C)C(C)C.[CH3:43][S:44]([NH2:47])(=[O:46])=[O:45].CN(C(F)=[N+](C)C)C.F[P-](F)(F)(F)(F)F, predict the reaction product. The product is: [C:1]([O:5][C:6]([N:8]1[CH2:13][CH2:12][CH:11]([N:14]([CH2:15][CH2:16][C:17]2[CH:22]=[CH:21][C:20]([Cl:23])=[CH:19][CH:18]=2)[CH2:24][C:25]2[CH:26]=[CH:27][C:28]([C:29](=[O:31])[NH:47][S:44]([CH3:43])(=[O:46])=[O:45])=[CH:32][CH:33]=2)[CH2:10][CH2:9]1)=[O:7])([CH3:3])([CH3:4])[CH3:2]. (6) Given the reactants [CH:1]([C:4]1[C:8]2[CH:9]=[CH:10][CH:11]=[CH:12][C:7]=2[O:6][C:5]=1[CH:13]=O)([CH3:3])[CH3:2].[CH3:15][NH2:16].C(O)C.[BH4-].[Na+], predict the reaction product. The product is: [CH:1]([C:4]1[C:8]2[CH:9]=[CH:10][CH:11]=[CH:12][C:7]=2[O:6][C:5]=1[CH2:13][NH:16][CH3:15])([CH3:3])[CH3:2].